The task is: Predict the reactants needed to synthesize the given product.. This data is from Full USPTO retrosynthesis dataset with 1.9M reactions from patents (1976-2016). (1) The reactants are: [N+:1]([C:4]1[CH:5]=[CH:6][C:7]2[CH2:13][CH2:12][CH2:11][NH:10][C:9](=[O:14])[C:8]=2[CH:15]=1)([O-])=O. Given the product [NH2:1][C:4]1[CH:5]=[CH:6][C:7]2[CH2:13][CH2:12][CH2:11][NH:10][C:9](=[O:14])[C:8]=2[CH:15]=1, predict the reactants needed to synthesize it. (2) Given the product [N:24]1[CH:25]=[C:26]([C:28]2[CH:36]=[CH:35][CH:34]=[C:33]3[C:29]=2[CH2:30][C:31](=[O:37])[NH:32]3)[CH:27]=[N:22][CH:23]=1, predict the reactants needed to synthesize it. The reactants are: [Br-].[Br-].[Br-].[NH+]1C=CC=CC=1.[NH+]1C=CC=CC=1.[NH+]1C=CC=CC=1.[N:22]1[CH:27]=[C:26]([C:28]2[CH:36]=[CH:35][CH:34]=[C:33]3[C:29]=2[CH:30]=[CH:31][NH:32]3)[CH:25]=[N:24][CH:23]=1.[OH2:37]. (3) The reactants are: [CH3:1][O:2][C:3]1[CH:22]=[CH:21][C:6]([CH2:7][C@@H:8]2[C:12]3=[N:13][C:14]4[CH:19]=[CH:18][CH:17]=[CH:16][C:15]=4[N:11]3[C:10](=[O:20])[NH:9]2)=[CH:5][CH:4]=1.[C:23]1([C@H:29]([NH2:32])[CH2:30][CH3:31])[CH:28]=[CH:27][CH:26]=[CH:25][CH:24]=1.C(O)(C(F)(F)F)=O. Given the product [NH:13]1[C:14]2[CH:19]=[CH:18][CH:17]=[CH:16][C:15]=2[N:11]=[C:12]1[C@H:8]([NH:9][C:10]([NH:32][C@@H:29]([C:23]1[CH:28]=[CH:27][CH:26]=[CH:25][CH:24]=1)[CH2:30][CH3:31])=[O:20])[CH2:7][C:6]1[CH:21]=[CH:22][C:3]([O:2][CH3:1])=[CH:4][CH:5]=1, predict the reactants needed to synthesize it.